Predict the product of the given reaction. From a dataset of Forward reaction prediction with 1.9M reactions from USPTO patents (1976-2016). Given the reactants [K].[C:2]([CH:10]([CH2:34][CH3:35])[CH2:11][C:12]1[CH:17]=[CH:16][C:15]([N:18]2[S:22](=[O:24])(=[O:23])[NH:21][C:20](=[O:25])[CH2:19]2)=[C:14]([O:26]CC2C=CC=CC=2)[CH:13]=1)(=[O:9])[C:3]1[CH:8]=[CH:7][CH:6]=[CH:5][CH:4]=1, predict the reaction product. The product is: [C:2]([CH:10]([CH2:34][CH3:35])[CH2:11][C:12]1[CH:17]=[CH:16][C:15]([N:18]2[S:22](=[O:24])(=[O:23])[NH:21][C:20](=[O:25])[CH2:19]2)=[C:14]([OH:26])[CH:13]=1)(=[O:9])[C:3]1[CH:8]=[CH:7][CH:6]=[CH:5][CH:4]=1.